Dataset: Peptide-MHC class II binding affinity with 134,281 pairs from IEDB. Task: Regression. Given a peptide amino acid sequence and an MHC pseudo amino acid sequence, predict their binding affinity value. This is MHC class II binding data. The peptide sequence is DVKFPGGGQIVGQVY. The MHC is HLA-DQA10501-DQB10301 with pseudo-sequence HLA-DQA10501-DQB10301. The binding affinity (normalized) is 0.485.